This data is from Reaction yield outcomes from USPTO patents with 853,638 reactions. The task is: Predict the reaction yield, written as a fraction of the theoretical maximum amount of product (1.0 means a 100% yield; for example, 0.34 means a 34% yield). (1) The reactants are C(O)(C(F)(F)F)=O.C(OC([N:15]1[CH2:19][CH2:18][CH2:17][C@H:16]1[C:20]1[N:21](COCC[Si](C)(C)C)[C:22]([C:25]2[CH:26]=[N:27][C:28]([C:31]3[CH:36]=[CH:35][C:34]([C:37]4[NH:38][C:39]([C@@H:42]5[CH2:46][CH2:45][CH2:44][N:43]5C(OC(C)(C)C)=O)=[N:40][CH:41]=4)=[CH:33][CH:32]=3)=[N:29][CH:30]=2)=[CH:23][N:24]=1)=O)(C)(C)C. The catalyst is C(Cl)Cl. The product is [NH:15]1[CH2:19][CH2:18][CH2:17][C@H:16]1[C:20]1[NH:21][C:22]([C:25]2[CH:26]=[N:27][C:28]([C:31]3[CH:36]=[CH:35][C:34]([C:37]4[NH:38][C:39]([C@@H:42]5[CH2:46][CH2:45][CH2:44][NH:43]5)=[N:40][CH:41]=4)=[CH:33][CH:32]=3)=[N:29][CH:30]=2)=[CH:23][N:24]=1. The yield is 0.360. (2) The reactants are Cl[CH:2]([C:14]1[CH:19]=[CH:18][CH:17]=[CH:16][CH:15]=1)[C:3]([C:5]1[C:13]2[C:8](=[CH:9][CH:10]=[CH:11][CH:12]=2)[NH:7][CH:6]=1)=[O:4].[Cl:20][C:21]1[CH:22]=[C:23]([CH:25]=[CH:26][CH:27]=1)[NH2:24].CCN(C(C)C)C(C)C. The catalyst is CN(C=O)C. The product is [Cl:20][C:21]1[CH:22]=[C:23]([NH:24][CH:2]([C:14]2[CH:19]=[CH:18][CH:17]=[CH:16][CH:15]=2)[C:3]([C:5]2[C:13]3[C:8](=[CH:9][CH:10]=[CH:11][CH:12]=3)[NH:7][CH:6]=2)=[O:4])[CH:25]=[CH:26][CH:27]=1. The yield is 0.0400. (3) The reactants are Br[C:2]1[CH:3]=[C:4]2[C:9](=[N:10][CH:11]=1)[NH:8][C:7](=[O:12])[CH2:6][CH2:5]2.[C:13]([O:17][C:18]([CH3:21])([CH3:20])[CH3:19])(=[O:16])[CH:14]=[CH2:15].CCN(C(C)C)C(C)C.CC1C=CC=CC=1P(C1C=CC=CC=1C)C1C=CC=CC=1C. The catalyst is C(#N)CC.CN(C=O)C.CC([O-])=O.CC([O-])=O.[Pd+2]. The product is [O:12]=[C:7]1[NH:8][C:9]2[N:10]=[CH:11][C:2](/[CH:15]=[CH:14]/[C:13]([O:17][C:18]([CH3:21])([CH3:20])[CH3:19])=[O:16])=[CH:3][C:4]=2[CH2:5][CH2:6]1. The yield is 0.450. (4) The reactants are [CH3:1][O:2][C:3]([C:5]1[CH:10]=[C:9](OC)[N:8]=[C:7]([C:13]([O:15][CH2:16][CH3:17])=[O:14])[CH:6]=1)=[O:4].P(Cl)(Cl)([Cl:20])=O. The catalyst is CN(C=O)C. The product is [CH3:1][O:2][C:3]([C:5]1[CH:10]=[C:9]([Cl:20])[N:8]=[C:7]([C:13]([O:15][CH2:16][CH3:17])=[O:14])[CH:6]=1)=[O:4]. The yield is 0.780. (5) The reactants are [O:1]([C:8]1[CH:9]=[C:10]([CH2:14]O)[CH:11]=[CH:12][CH:13]=1)[C:2]1[CH:7]=[CH:6][CH:5]=[CH:4][CH:3]=1.C1(P(C2C=CC=CC=2)C2C=CC=CC=2)C=CC=CC=1.C(Cl)(Cl)(Cl)[Cl:36]. No catalyst specified. The product is [Cl:36][CH2:14][C:10]1[CH:11]=[CH:12][CH:13]=[C:8]([O:1][C:2]2[CH:7]=[CH:6][CH:5]=[CH:4][CH:3]=2)[CH:9]=1. The yield is 0.940. (6) The catalyst is CCO. The reactants are [BH4-].[Na+].[O:3]=[C:4]1[CH2:9][N:8]([C:10]([O:12][C:13]([CH3:16])([CH3:15])[CH3:14])=[O:11])[C@H:7]([C:17]([O:19][CH2:20][CH3:21])=[O:18])[CH2:6][CH2:5]1. The yield is 0.800. The product is [OH:3][C@@H:4]1[CH2:9][N:8]([C:10]([O:12][C:13]([CH3:14])([CH3:15])[CH3:16])=[O:11])[C@H:7]([C:17]([O:19][CH2:20][CH3:21])=[O:18])[CH2:6][CH2:5]1. (7) The catalyst is C(O)C. The product is [NH2:31][C:32]1[C:33]([C:40]([N:42]=[C:43]([NH2:46])[NH:1][CH2:2][CH2:3][CH2:4][CH2:5][C:6]2[CH:22]=[CH:21][C:9]([O:10][CH2:11][C:12]([NH:14][C:15]3[CH:16]=[CH:17][CH:18]=[CH:19][CH:20]=3)=[O:13])=[CH:8][CH:7]=2)=[O:41])=[N:34][C:35]([Cl:39])=[C:36]([NH2:38])[N:37]=1. The reactants are [NH2:1][CH2:2][CH2:3][CH2:4][CH2:5][C:6]1[CH:22]=[CH:21][C:9]([O:10][CH2:11][C:12]([NH:14][C:15]2[CH:20]=[CH:19][CH:18]=[CH:17][CH:16]=2)=[O:13])=[CH:8][CH:7]=1.C(N(CC)CC)C.I.[NH2:31][C:32]1[C:33]([C:40]([NH:42][C:43](=[NH:46])SC)=[O:41])=[N:34][C:35]([Cl:39])=[C:36]([NH2:38])[N:37]=1. The yield is 0.670.